Binary Classification. Given a drug SMILES string, predict its activity (active/inactive) in a high-throughput screening assay against a specified biological target. From a dataset of HIV replication inhibition screening data with 41,000+ compounds from the AIDS Antiviral Screen. (1) The molecule is O=C(C=Cc1ccc(Cl)cc1)c1ccc(Cl)s1. The result is 0 (inactive). (2) The compound is C=C1CC(C)(COc2ccc3c(C)c(C)c(=O)oc3c2C)OC1=O. The result is 0 (inactive). (3) The compound is CNc1ncnc2c1ncn2C1OC(CO)CC1F. The result is 1 (active). (4) The molecule is CCCC[Sn]1(CCCC)OC(=O)c2cc(I)cc(I)c2O1. The result is 0 (inactive). (5) The drug is O=C(Nc1nc2ccccc2n1Cc1ccccc1)NC12CC3CC(CC(C3)C1)C2. The result is 0 (inactive). (6) The compound is NC(CCSSCCC(N)C(=O)NCC(=O)O)C(=O)NCC(=O)O. The result is 0 (inactive). (7) The molecule is ON=Cc1c2c(cc3c1CCC3)CCC2. The result is 0 (inactive).